This data is from Peptide-MHC class II binding affinity with 134,281 pairs from IEDB. The task is: Regression. Given a peptide amino acid sequence and an MHC pseudo amino acid sequence, predict their binding affinity value. This is MHC class II binding data. The peptide sequence is GYITTNVLREILKEL. The MHC is DRB1_0405 with pseudo-sequence DRB1_0405. The binding affinity (normalized) is 0.807.